This data is from Full USPTO retrosynthesis dataset with 1.9M reactions from patents (1976-2016). The task is: Predict the reactants needed to synthesize the given product. (1) Given the product [CH3:1][C:2]1[CH:22]=[CH:21][C:5]2[NH:6][S:7](=[O:10])(=[O:9])[O:8][C:4]=2[CH:3]=1, predict the reactants needed to synthesize it. The reactants are: [CH3:1][C:2]1[CH:22]=[CH:21][C:5]2[N:6](S(C3C=CC(C)=CC=3)(=O)=O)[S:7](=[O:10])(=[O:9])[O:8][C:4]=2[CH:3]=1.S(Cl)(Cl)(=O)=O.OC1C=C(C)C=CC=1NS(C1C=CC(C)=CC=1)(=O)=O.C(N(CC)CC)C. (2) Given the product [C:28]([O:27][C:25]([C:21]1[C:20]([CH3:32])=[C:19]2[C:24](=[CH:23][CH:22]=1)[C@@H:16]([NH:15][C:2]1[N:7]3[N:8]=[CH:9][CH:10]=[C:6]3[N:5]=[C:4]([C:11]([O:13][CH3:14])=[O:12])[CH:3]=1)[CH2:17][CH2:18]2)=[O:26])([CH3:31])([CH3:30])[CH3:29], predict the reactants needed to synthesize it. The reactants are: Cl[C:2]1[N:7]2[N:8]=[CH:9][CH:10]=[C:6]2[N:5]=[C:4]([C:11]([O:13][CH3:14])=[O:12])[CH:3]=1.[NH2:15][C@@H:16]1[C:24]2[C:19](=[C:20]([CH3:32])[C:21]([C:25]([O:27][C:28]([CH3:31])([CH3:30])[CH3:29])=[O:26])=[CH:22][CH:23]=2)[CH2:18][CH2:17]1. (3) Given the product [Cl:1][C:2]1[CH:7]=[CH:6][C:5]([N:8]2[N:9]=[C:10]([C:12]3[S:13][CH:14]=[CH:15][CH:16]=3)[O:11][C:24]2=[O:25])=[CH:4][CH:3]=1, predict the reactants needed to synthesize it. The reactants are: [Cl:1][C:2]1[CH:7]=[CH:6][C:5]([NH:8][NH:9][C:10]([C:12]2[S:13][CH:14]=[CH:15][CH:16]=2)=[O:11])=[CH:4][CH:3]=1.C(N(CC)CC)C.[C:24](N1C=CN=C1)(N1C=CN=C1)=[O:25]. (4) Given the product [OH:15][N:14]=[C:11]([C:7]1[CH:6]=[C:5]2[C:10](=[CH:9][CH:8]=1)[N:2]([CH3:1])[N:3]=[CH:4]2)[NH2:12], predict the reactants needed to synthesize it. The reactants are: [CH3:1][N:2]1[C:10]2[C:5](=[CH:6][C:7]([C:11]#[N:12])=[CH:8][CH:9]=2)[CH:4]=[N:3]1.Cl.[NH2:14][OH:15].C(=O)(O)[O-].[Na+].